Dataset: Catalyst prediction with 721,799 reactions and 888 catalyst types from USPTO. Task: Predict which catalyst facilitates the given reaction. (1) Reactant: Cl[C:2]1[N:7]=[C:6]([NH2:8])[N:5]=[C:4]([NH:9][C:10]2[CH:15]=[C:14]([F:16])[C:13]([O:17][C:18]3[CH:23]=[CH:22][N:21]=[C:20]4[NH:24][CH:25]=[C:26]([CH3:27])[C:19]=34)=[C:12]([F:28])[CH:11]=2)[CH:3]=1.C(N(CC)CC)C.[H][H]. Product: [F:16][C:14]1[CH:15]=[C:10]([NH:9][C:4]2[CH:3]=[CH:2][N:7]=[C:6]([NH2:8])[N:5]=2)[CH:11]=[C:12]([F:28])[C:13]=1[O:17][C:18]1[CH:23]=[CH:22][N:21]=[C:20]2[NH:24][CH:25]=[C:26]([CH3:27])[C:19]=12. The catalyst class is: 29. (2) Reactant: C([O:3][C:4]([C:6]1[C:14]2[C:9](=[CH:10][CH:11]=[C:12]([O:15][C:16]3[CH:21]=[CH:20][C:19]([O:22][CH:23]([CH3:25])[CH3:24])=[CH:18][CH:17]=3)[CH:13]=2)[N:8]([C:26]2[CH:31]=[CH:30][CH:29]=[C:28]([Cl:32])[CH:27]=2)[C:7]=1[CH2:33][C:34]([O:36]CC)=[O:35])=[O:5])C.[OH-].[Na+].Cl. Product: [C:34]([CH2:33][C:7]1[N:8]([C:26]2[CH:31]=[CH:30][CH:29]=[C:28]([Cl:32])[CH:27]=2)[C:9]2[C:14]([C:6]=1[C:4]([OH:5])=[O:3])=[CH:13][C:12]([O:15][C:16]1[CH:17]=[CH:18][C:19]([O:22][CH:23]([CH3:25])[CH3:24])=[CH:20][CH:21]=1)=[CH:11][CH:10]=2)([OH:36])=[O:35]. The catalyst class is: 14. (3) Reactant: [Li+].[OH-].[CH:3]1([CH2:6][N:7]2[CH:12]=[CH:11][N:10]=[C:9]([C:13]([O:15]C)=[O:14])[C:8]2=[O:17])[CH2:5][CH2:4]1.Cl. Product: [CH:3]1([CH2:6][N:7]2[CH:12]=[CH:11][N:10]=[C:9]([C:13]([OH:15])=[O:14])[C:8]2=[O:17])[CH2:5][CH2:4]1. The catalyst class is: 36. (4) Reactant: CC(C[AlH]CC(C)C)C.[Br:10][C:11]1[S:15][C:14]2=[N:16][C:17]([C:19](OCC)=[O:20])=[CH:18][N:13]2[CH:12]=1. Product: [Br:10][C:11]1[S:15][C:14]2=[N:16][C:17]([CH2:19][OH:20])=[CH:18][N:13]2[CH:12]=1. The catalyst class is: 34. (5) Product: [CH3:11][C:3]1([C:5]2[CH:10]=[CH:9][CH:8]=[CH:7][CH:6]=2)[CH:4]=[CH:2]1. The catalyst class is: 16. Reactant: Br[CH:2]1[CH2:4][C:3]1([CH3:11])[C:5]1[CH:10]=[CH:9][CH:8]=[CH:7][CH:6]=1.CC(C)([O-])C.[K+].C(OCC)C.O. (6) Reactant: [Cl:1][C:2]1[N:7]=[C:6]([NH:8][NH:9][C:10](=[O:30])[C@H:11]([CH2:24][CH:25]2[CH2:29][CH2:28][CH2:27][CH2:26]2)[CH2:12][N:13]([O:16]CC2C=CC=CC=2)[CH:14]=[O:15])[C:5]([F:31])=[C:4]([N:32]2[CH2:37][CH:36]3[C:34]([N:38]([CH3:40])[CH3:39])([CH2:35]3)[CH2:33]2)[N:3]=1. Product: [Cl:1][C:2]1[N:7]=[C:6]([NH:8][NH:9][C:10](=[O:30])[C@H:11]([CH2:24][CH:25]2[CH2:29][CH2:28][CH2:27][CH2:26]2)[CH2:12][N:13]([OH:16])[CH:14]=[O:15])[C:5]([F:31])=[C:4]([N:32]2[CH2:37][CH:36]3[C:34]([N:38]([CH3:40])[CH3:39])([CH2:35]3)[CH2:33]2)[N:3]=1. The catalyst class is: 105. (7) Reactant: F[C:2]1[C:7]([N+:8]([O-:10])=[O:9])=[CH:6][CH:5]=[CH:4][C:3]=1[C:11]1[CH:16]=[CH:15][CH:14]=[CH:13][CH:12]=1.[CH:17]([C:20]1[CH:26]=[CH:25][CH:24]=[CH:23][C:21]=1[NH2:22])([CH3:19])[CH3:18].[F-].[K+]. Product: [CH:17]([C:20]1[CH:26]=[CH:25][CH:24]=[CH:23][C:21]=1[NH:22][C:2]1[C:3]([C:11]2[CH:16]=[CH:15][CH:14]=[CH:13][CH:12]=2)=[CH:4][CH:5]=[CH:6][C:7]=1[N+:8]([O-:10])=[O:9])([CH3:19])[CH3:18]. The catalyst class is: 13.